From a dataset of Reaction yield outcomes from USPTO patents with 853,638 reactions. Predict the reaction yield, written as a fraction of the theoretical maximum amount of product (1.0 means a 100% yield; for example, 0.34 means a 34% yield). (1) The reactants are [CH2:1]([N:8]1[C:16]2[C:11](=[CH:12][CH:13]=[C:14]([C:17]3[CH:22]=[CH:21][CH:20]=[C:19]([Cl:23])[CH:18]=3)[CH:15]=2)[C:10]([C:24](=[O:30])[C:25]([O:27]CC)=[O:26])=[CH:9]1)[C:2]1[CH:7]=[CH:6][CH:5]=[CH:4][CH:3]=1.[OH-].[K+]. The catalyst is C1COCC1.O. The product is [CH2:1]([N:8]1[C:16]2[C:11](=[CH:12][CH:13]=[C:14]([C:17]3[CH:22]=[CH:21][CH:20]=[C:19]([Cl:23])[CH:18]=3)[CH:15]=2)[C:10]([C:24](=[O:30])[C:25]([OH:27])=[O:26])=[CH:9]1)[C:2]1[CH:3]=[CH:4][CH:5]=[CH:6][CH:7]=1. The yield is 0.600. (2) The product is [OH:17]/[N:16]=[C:15](\[Cl:20])/[C:14]1[CH:18]=[CH:19][C:11]([Cl:10])=[CH:12][CH:13]=1. The reactants are FC1C=CC(C=O)=CC=1.[Cl:10][C:11]1[CH:19]=[CH:18][C:14](/[CH:15]=[N:16]\[OH:17])=[CH:13][CH:12]=1.[Cl:20]N1C(=O)CCC1=O. The catalyst is CN(C=O)C. The yield is 0.860. (3) The reactants are [Br:1][C:2]1[CH:3]=[C:4]([NH2:9])[C:5]([Cl:8])=[N:6][CH:7]=1.[C:10]1([S:16](Cl)(=[O:18])=[O:17])[CH:15]=[CH:14][CH:13]=[CH:12][CH:11]=1.Cl. The catalyst is N1C=CC=CC=1. The product is [Br:1][C:2]1[CH:3]=[C:4]([N:9]([S:16]([C:10]2[CH:15]=[CH:14][CH:13]=[CH:12][CH:11]=2)(=[O:18])=[O:17])[S:16]([C:10]2[CH:15]=[CH:14][CH:13]=[CH:12][CH:11]=2)(=[O:18])=[O:17])[C:5]([Cl:8])=[N:6][CH:7]=1. The yield is 0.260. (4) The yield is 0.880. The reactants are C[O:2][C:3](=[O:24])[CH:4]([C:11]1[CH:16]=[CH:15][C:14]([S:17]([CH3:20])(=[O:19])=[O:18])=[C:13]([N+:21]([O-:23])=[O:22])[CH:12]=1)[CH2:5][CH:6]1[CH2:10][CH2:9][CH2:8][CH2:7]1.[OH-].[Li+].Cl.C(OCC)(=O)C. The product is [CH:6]1([CH2:5][CH:4]([C:11]2[CH:16]=[CH:15][C:14]([S:17]([CH3:20])(=[O:19])=[O:18])=[C:13]([N+:21]([O-:23])=[O:22])[CH:12]=2)[C:3]([OH:24])=[O:2])[CH2:10][CH2:9][CH2:8][CH2:7]1. The catalyst is O1CCCC1.O. (5) The reactants are [OH:1][CH2:2][CH2:3][NH:4][C:5](=[O:14])[O:6][CH2:7][C:8]1[CH:13]=[CH:12][CH:11]=[CH:10][CH:9]=1.O[N:16]1[C:20](=[O:21])[C:19]2=[CH:22][CH:23]=[CH:24][CH:25]=[C:18]2[C:17]1=[O:26].C1(P(C2C=CC=CC=2)C2C=CC=CC=2)C=CC=CC=1.N(C(OCC)=O)=NC(OCC)=O. The catalyst is O1CCCC1.C(OCC)(=O)C. The product is [CH2:7]([O:6][C:5]([NH:4][CH2:3][CH2:2][O:1][N:16]1[C:17](=[O:26])[C:18]2=[CH:25][CH:24]=[CH:23][CH:22]=[C:19]2[C:20]1=[O:21])=[O:14])[C:8]1[CH:9]=[CH:10][CH:11]=[CH:12][CH:13]=1. The yield is 0.910. (6) The reactants are C([N:8]1[CH2:13][C@H:12]2[CH2:14][C@@H:9]1[CH2:10][N:11]2[C:15]1[CH:25]=[CH:24][C:18]([C:19]([O:21][CH2:22][CH3:23])=[O:20])=[CH:17][CH:16]=1)C1C=CC=CC=1. The catalyst is CO.C(O)=O.[Pd]. The product is [CH:19]([OH:21])=[O:20].[C@@H:12]12[CH2:14][C@@H:9]([NH:8][CH2:13]1)[CH2:10][N:11]2[C:15]1[CH:16]=[CH:17][C:18]([C:19]([O:21][CH2:22][CH3:23])=[O:20])=[CH:24][CH:25]=1. The yield is 0.990. (7) The reactants are [Cl:1][C:2]1[N:10]=[C:9]([Cl:11])[CH:8]=[CH:7][C:3]=1[C:4](Cl)=[O:5].[NH2:12][C:13]12[CH2:22][CH:17]3[CH2:18][CH:19]([CH2:21][CH:15]([CH2:16]3)[CH2:14]1)[CH2:20]2.C(N(C(C)C)C(C)C)C. The catalyst is C(Cl)Cl.CCOC(C)=O. The product is [C:13]12([NH:12][C:4](=[O:5])[C:3]3[CH:7]=[CH:8][C:9]([Cl:11])=[N:10][C:2]=3[Cl:1])[CH2:20][CH:19]3[CH2:18][CH:17]([CH2:16][CH:15]([CH2:21]3)[CH2:14]1)[CH2:22]2. The yield is 0.760. (8) The reactants are [CH:1]1[CH:13]=[CH:12][C:11]2[C:14]3[C:19]([N:9]4[C:10]=2[C:2]=1[C:3]1[CH:4]=[CH:5][CH:6]=[CH:7][C:8]=14)=[CH:18][CH:17]=[C:16](N)[CH:15]=3.O.C1(C)C=CC(S(O)(=O)=O)=CC=1.N([O-])=O.[Na+].[I-:37].[K+].C(=O)(O)[O-].[Na+].C(=O)(O)[O-].S([O-])([O-])(=O)=S.[Na+].[Na+]. The catalyst is O.CO.CC(O)(C)C. The product is [I:37][C:16]1[CH:15]=[C:14]2[C:11]3[CH:12]=[CH:13][CH:1]=[C:2]4[C:3]5[CH:4]=[CH:5][CH:6]=[CH:7][C:8]=5[N:9]([C:10]=34)[C:19]2=[CH:18][CH:17]=1. The yield is 0.390.